This data is from Full USPTO retrosynthesis dataset with 1.9M reactions from patents (1976-2016). The task is: Predict the reactants needed to synthesize the given product. (1) Given the product [C:30]([C:20]1[CH:19]=[C:18]([O:17][CH2:16][C:15]([N:6]2[CH:5]([C:3]([OH:4])=[O:2])[CH2:14][C:13]3[C:8](=[CH:9][CH:10]=[CH:11][CH:12]=3)[CH2:7]2)=[O:34])[C:27]2[C:22]([CH:21]=1)=[CH:23][C:24]([Cl:29])=[CH:25][C:26]=2[Cl:28])([OH:32])=[O:31], predict the reactants needed to synthesize it. The reactants are: C[O:2][C:3]([CH:5]1[CH2:14][C:13]2[C:8](=[CH:9][CH:10]=[CH:11][CH:12]=2)[CH2:7][N:6]1[C:15](=[O:34])[CH2:16][O:17][C:18]1[C:27]2[C:22](=[CH:23][C:24]([Cl:29])=[CH:25][C:26]=2[Cl:28])[CH:21]=[C:20]([C:30]([O:32]C)=[O:31])[CH:19]=1)=[O:4].[Li+].[OH-]. (2) Given the product [ClH:1].[ClH:1].[O:3]1[C:7]2[CH:8]=[CH:9][C:10]([C:12]3[CH:17]=[CH:16][CH:15]=[CH:14][C:13]=3[CH:49]([C:50]3([OH:56])[CH2:51][CH2:52][CH2:53][CH2:54][CH2:55]3)[CH2:48][N:57]3[CH2:58][CH2:59][NH:60][CH2:61][CH2:62]3)=[CH:11][C:6]=2[O:5][CH2:4]1, predict the reactants needed to synthesize it. The reactants are: [ClH:1].Cl.[O:3]1[C:7]2[CH:8]=[CH:9][C:10]([C:12]3[CH:17]=[CH:16][CH:15]=[CH:14][C:13]=3C(N3CCNCC3)CC3(O)CCCCC3)=[CH:11][C:6]=2[O:5][CH2:4]1.O1C2C=CC(C3C=CC=CC=3[CH:48]([N:57]3[CH2:62][CH2:61][N:60](C(OC(C)(C)C)=O)[CH2:59][CH2:58]3)[CH2:49][C:50]3([OH:56])[CH2:55][CH2:54][CH2:53][CH2:52][CH2:51]3)=CC=2OC1.